From a dataset of Full USPTO retrosynthesis dataset with 1.9M reactions from patents (1976-2016). Predict the reactants needed to synthesize the given product. Given the product [Cl:16][CH2:17][CH2:18][C:19]([N:13]1[CH2:12][CH2:11][N:10]([C:3]2[CH:4]=[C:5]([CH3:9])[C:6]([CH3:8])=[CH:7][C:2]=2[CH3:1])[CH2:15][CH2:14]1)=[O:20], predict the reactants needed to synthesize it. The reactants are: [CH3:1][C:2]1[CH:7]=[C:6]([CH3:8])[C:5]([CH3:9])=[CH:4][C:3]=1[N:10]1[CH2:15][CH2:14][NH:13][CH2:12][CH2:11]1.[Cl:16][CH2:17][CH2:18][C:19](Cl)=[O:20].